Dataset: Reaction yield outcomes from USPTO patents with 853,638 reactions. Task: Predict the reaction yield, written as a fraction of the theoretical maximum amount of product (1.0 means a 100% yield; for example, 0.34 means a 34% yield). (1) The reactants are C1(S([N:10]2[C:14]3[CH:15]=[N:16][C:17]([C:28]#[N:29])=[C:18]([CH2:19][CH:20]4[CH2:25][CH2:24][N:23]([CH2:26][CH3:27])[CH2:22][CH2:21]4)[C:13]=3[C:12]3[CH:30]=[CH:31][CH:32]=[N:33][C:11]2=3)(=O)=O)C=CC=CC=1.C(N(CC)CC)C. The catalyst is CO. The product is [CH2:26]([N:23]1[CH2:24][CH2:25][CH:20]([CH2:19][C:18]2[C:13]3[C:12]4[CH:30]=[CH:31][CH:32]=[N:33][C:11]=4[NH:10][C:14]=3[CH:15]=[N:16][C:17]=2[C:28]#[N:29])[CH2:21][CH2:22]1)[CH3:27]. The yield is 0.510. (2) The reactants are [CH3:1][C:2]1[C:6]([CH:7]=O)=[CH:5][NH:4][N:3]=1.[C:9]([O:18]CC)(=[O:17])[CH2:10][CH2:11][C:12]([O:14][CH2:15][CH3:16])=[O:13].CC([O-])(C)C.[K+]. The catalyst is C(O)(C)(C)C. The product is [CH2:15]([O:14][C:12]([C:11](=[CH:7][C:6]1[C:2]([CH3:1])=[N:3][NH:4][CH:5]=1)[CH2:10][C:9]([OH:18])=[O:17])=[O:13])[CH3:16]. The yield is 1.00.